This data is from Forward reaction prediction with 1.9M reactions from USPTO patents (1976-2016). The task is: Predict the product of the given reaction. (1) Given the reactants [C:1]([O:5][C:6]([N:8]1[CH2:12][C@H:11]([O:13][C:14]2[C:23]3[C:18](=[CH:19][C:20]([O:24][CH3:25])=[CH:21][CH:22]=3)[N:17]=[C:16]([C:26]3[CH:31]=[CH:30][CH:29]=[CH:28][CH:27]=3)[CH:15]=2)[CH2:10][C@H:9]1[C:32](=[O:64])[NH:33][C@:34]1([C:39]([NH:41][S:42]([C:45]2[CH:50]=[CH:49][CH:48]=[CH:47][C:46]=2[NH:51][C:52](=[O:63])[CH2:53][CH2:54][CH2:55][CH2:56][CH2:57][CH2:58][C:59]([O:61]C)=[O:60])(=[O:44])=[O:43])=[O:40])[CH2:36][C@H:35]1[CH:37]=[CH2:38])=[O:7])([CH3:4])([CH3:3])[CH3:2].[Li+].[OH-], predict the reaction product. The product is: [C:1]([O:5][C:6]([N:8]1[CH2:12][C@H:11]([O:13][C:14]2[C:23]3[C:18](=[CH:19][C:20]([O:24][CH3:25])=[CH:21][CH:22]=3)[N:17]=[C:16]([C:26]3[CH:31]=[CH:30][CH:29]=[CH:28][CH:27]=3)[CH:15]=2)[CH2:10][C@H:9]1[C:32](=[O:64])[NH:33][C@:34]1([C:39]([NH:41][S:42]([C:45]2[CH:50]=[CH:49][CH:48]=[CH:47][C:46]=2[NH:51][C:52](=[O:63])[CH2:53][CH2:54][CH2:55][CH2:56][CH2:57][CH2:58][C:59]([OH:61])=[O:60])(=[O:44])=[O:43])=[O:40])[CH2:36][C@H:35]1[CH:37]=[CH2:38])=[O:7])([CH3:2])([CH3:3])[CH3:4]. (2) Given the reactants [N+:1]([C:4]1[N:9]=[CH:8][C:7]([CH2:10][C:11](OCC)=[O:12])=[CH:6][CH:5]=1)([O-])=O.[H-].[H-].[H-].[H-].[Li+].[Al+3], predict the reaction product. The product is: [NH2:1][C:4]1[N:9]=[CH:8][C:7]([CH2:10][CH2:11][OH:12])=[CH:6][CH:5]=1. (3) Given the reactants [NH2:1][CH:2]([C:7]1[CH:12]=[C:11]([F:13])[CH:10]=[CH:9][C:8]=1[N+:14]([O-])=O)[CH2:3][C:4]([OH:6])=[O:5].Cl, predict the reaction product. The product is: [F:13][C:11]1[CH:12]=[C:7]2[C:8](=[CH:9][CH:10]=1)[NH:14][N:1]=[C:2]2[CH2:3][C:4]([OH:6])=[O:5]. (4) The product is: [CH2:20]([NH:26][C:27](=[O:28])[O:17][C:13]1[CH:12]=[C:11]2[C:16](=[CH:15][CH:14]=1)[N:8]([CH2:1][C:2]1[CH:3]=[CH:4][CH:5]=[CH:6][CH:7]=1)[CH2:9][C:10]2([CH3:19])[CH3:18])[CH2:21][CH2:22][CH2:23][CH2:24][CH3:25]. Given the reactants [CH2:1]([N:8]1[C:16]2[C:11](=[CH:12][C:13]([OH:17])=[CH:14][CH:15]=2)[C:10]([CH3:19])([CH3:18])[CH2:9]1)[C:2]1[CH:7]=[CH:6][CH:5]=[CH:4][CH:3]=1.[CH2:20]([N:26]=[C:27]=[O:28])[CH2:21][CH2:22][CH2:23][CH2:24][CH3:25], predict the reaction product. (5) Given the reactants [OH-].[K+].[CH3:3][O:4][C:5]1[CH:6]=[CH:7][C:8]2[N:9]([N:11]=[C:12]([C:25]3[CH:29]=[CH:28][S:27][CH:26]=3)[C:13]=2[CH2:14][C:15]2[N:20]=[C:19]([C:21]([O:23]C)=[O:22])[CH:18]=[CH:17][CH:16]=2)[CH:10]=1.Cl, predict the reaction product. The product is: [CH3:3][O:4][C:5]1[CH:6]=[CH:7][C:8]2[N:9]([N:11]=[C:12]([C:25]3[CH:29]=[CH:28][S:27][CH:26]=3)[C:13]=2[CH2:14][C:15]2[N:20]=[C:19]([C:21]([OH:23])=[O:22])[CH:18]=[CH:17][CH:16]=2)[CH:10]=1. (6) Given the reactants C(N(CC)CC)C.[C:8]([C:10]1[N:15]=[C:14]([CH3:16])[N:13]=[C:12]([O:17][C:18]2[CH:23]=[CH:22][C:21]([CH2:24][S:25]([NH2:28])(=[O:27])=[O:26])=[CH:20][CH:19]=2)[CH:11]=1)#[N:9].[H][H], predict the reaction product. The product is: [NH2:9][CH2:8][C:10]1[N:15]=[C:14]([CH3:16])[N:13]=[C:12]([O:17][C:18]2[CH:19]=[CH:20][C:21]([CH2:24][S:25]([NH2:28])(=[O:27])=[O:26])=[CH:22][CH:23]=2)[CH:11]=1.